From a dataset of Reaction yield outcomes from USPTO patents with 853,638 reactions. Predict the reaction yield, written as a fraction of the theoretical maximum amount of product (1.0 means a 100% yield; for example, 0.34 means a 34% yield). (1) The reactants are [CH3:1][O:2][C:3]([C:5]1[N:6]([CH2:23][C:24]2[CH:29]=[CH:28][C:27]([NH2:30])=[CH:26][CH:25]=2)[C:7](=[O:22])[C:8]2[C:13]([C:14]=1[C:15]1[CH:20]=[CH:19][CH:18]=[CH:17][CH:16]=1)=[CH:12][C:11]([Br:21])=[CH:10][CH:9]=2)=[O:4].[CH3:31][O:32][C:33](=[O:43])[C:34]1[CH:42]=[CH:41][C:37]([C:38](O)=[O:39])=[CH:36][CH:35]=1.ON1C2C=CC=CC=2N=N1.C(N=C=NCCCN(C)C)C. The catalyst is ClCCl.CN(C)C1C=CN=CC=1. The product is [CH3:1][O:2][C:3]([C:5]1[N:6]([CH2:23][C:24]2[CH:25]=[CH:26][C:27]([NH:30][C:38](=[O:39])[C:37]3[CH:36]=[CH:35][C:34]([C:33]([O:32][CH3:31])=[O:43])=[CH:42][CH:41]=3)=[CH:28][CH:29]=2)[C:7](=[O:22])[C:8]2[C:13]([C:14]=1[C:15]1[CH:16]=[CH:17][CH:18]=[CH:19][CH:20]=1)=[CH:12][C:11]([Br:21])=[CH:10][CH:9]=2)=[O:4]. The yield is 0.550. (2) The reactants are [C-:1]#[N:2].[K+].[CH3:4][Si:5]([CH3:15])([CH3:14])[C:6]1[CH:7]=[C:8]([CH:11]=[CH:12][CH:13]=1)[CH2:9]Br. The catalyst is C(N(CCCC)CCCC)CCC.O. The product is [CH3:4][Si:5]([CH3:15])([CH3:14])[C:6]1[CH:7]=[C:8]([CH:11]=[CH:12][CH:13]=1)[CH2:9][C:1]#[N:2]. The yield is 0.550. (3) The reactants are [C:1]([O:7][C:8]([CH3:11])([CH3:10])[CH3:9])(=[O:6])[CH2:2][C:3]([CH3:5])=O.[F:12][C:13]1[CH:14]=[C:15]([CH:18]=[CH:19][CH:20]=1)[CH:16]=O.[NH4+:21].[OH-:22]. The catalyst is CCO.C(Cl)Cl. The product is [F:12][C:13]1[CH:14]=[C:15]([CH:16]2[C:2]([C:1]([O:7][C:8]([CH3:11])([CH3:10])[CH3:9])=[O:6])=[C:3]([CH3:5])[NH:21][C:3]([CH3:5])=[C:2]2[C:1]([O:7][C:8]([CH3:11])([CH3:10])[CH3:9])=[O:22])[CH:18]=[CH:19][CH:20]=1. The yield is 0.210.